This data is from Reaction yield outcomes from USPTO patents with 853,638 reactions. The task is: Predict the reaction yield, written as a fraction of the theoretical maximum amount of product (1.0 means a 100% yield; for example, 0.34 means a 34% yield). (1) The reactants are C([O:5][C:6](=[O:36])[CH2:7][CH2:8][C:9]1[CH:14]=[C:13]([Cl:15])[C:12]([C:16]2[O:17][C:18]([C:21]3[N:22]=[C:23]4[C:28]([Cl:29])=[CH:27][C:26]([C:30]([F:33])([F:32])[F:31])=[CH:25][N:24]4[CH:34]=3)=[N:19][N:20]=2)=[CH:11][C:10]=1[F:35])(C)(C)C. The catalyst is C(O)(C(F)(F)F)=O.C(Cl)Cl. The product is [Cl:15][C:13]1[C:12]([C:16]2[O:17][C:18]([C:21]3[N:22]=[C:23]4[C:28]([Cl:29])=[CH:27][C:26]([C:30]([F:33])([F:32])[F:31])=[CH:25][N:24]4[CH:34]=3)=[N:19][N:20]=2)=[CH:11][C:10]([F:35])=[C:9]([CH2:8][CH2:7][C:6]([OH:36])=[O:5])[CH:14]=1. The yield is 0.980. (2) The reactants are [H-].[Na+].[Br:3][C:4]1[CH:9]=[CH:8][C:7]([NH:10][C:11](=[O:14])[CH2:12][OH:13])=[CH:6][C:5]=1[CH3:15].Br[CH2:17]Br. The catalyst is CN(C=O)C. The product is [Br:3][C:4]1[CH:9]=[CH:8][C:7]([N:10]2[C:11](=[O:14])[CH2:12][O:13][CH2:17]2)=[CH:6][C:5]=1[CH3:15]. The yield is 0.210. (3) The reactants are [CH:1]1([C:4](Cl)=[O:5])[CH2:3][CH2:2]1.[Cl:7][C:8]1[CH:13]=[CH:12][C:11]([C:14]2[N:15]([CH3:20])[CH:16]=[CH:17][C:18]=2[CH3:19])=[CH:10][CH:9]=1. The catalyst is C1(C)C=CC=CC=1.C(=O)(O)[O-].[Na+].[Zn]. The product is [Cl:7][C:8]1[CH:9]=[CH:10][C:11]([C:14]2[N:15]([CH3:20])[CH:16]=[C:17]([C:4]([CH:1]3[CH2:3][CH2:2]3)=[O:5])[C:18]=2[CH3:19])=[CH:12][CH:13]=1. The yield is 0.270. (4) The reactants are [CH3:1][N:2]([CH3:22])[C:3]([C@@H:5]1[CH2:13][C:12]2[C:7](=[CH:8][CH:9]=[CH:10][CH:11]=2)[C@@H:6]1[NH:14]C(=O)OC(C)(C)C)=[O:4].C(O)C. The catalyst is C(Cl)Cl.[Br-].[Br-].[Zn+2]. The product is [NH2:14][C@H:6]1[C:7]2[C:12](=[CH:11][CH:10]=[CH:9][CH:8]=2)[CH2:13][C@H:5]1[C:3]([N:2]([CH3:22])[CH3:1])=[O:4]. The yield is 0.950. (5) The reactants are [CH3:1][C:2]1([CH3:16])[C:6]([CH3:8])([CH3:7])[O:5][B:4]([C:9]2[CH:14]=[CH:13][CH:12]=[CH:11][C:10]=2[OH:15])[O:3]1.Cl.[N:18]1[CH:23]=[CH:22][C:21]([CH2:24]Cl)=[CH:20][CH:19]=1.C([O-])([O-])=O.[K+].[K+].O. The catalyst is CN(C=O)C.CCOC(C)=O. The product is [N:18]1[CH:23]=[CH:22][C:21]([CH2:24][O:15][C:10]2[CH:11]=[CH:12][CH:13]=[CH:14][C:9]=2[B:4]2[O:3][C:2]([CH3:16])([CH3:1])[C:6]([CH3:7])([CH3:8])[O:5]2)=[CH:20][CH:19]=1. The yield is 0.150.